The task is: Predict the reaction yield, written as a fraction of the theoretical maximum amount of product (1.0 means a 100% yield; for example, 0.34 means a 34% yield).. This data is from Reaction yield outcomes from USPTO patents with 853,638 reactions. (1) The reactants are [Si]([O:8][C:9]1[C:13]([CH2:14][C:15]2[CH:20]=[CH:19][C:18]([CH2:21][CH3:22])=[CH:17][CH:16]=2)=[C:12]([C:23]([F:26])([F:25])[F:24])[N:11]([CH:27]([CH2:30][F:31])[CH2:28][F:29])[N:10]=1)(C(C)(C)C)(C)C.[F-].C([N+](CCCC)(CCCC)CCCC)CCC. The catalyst is O1CCCC1. The product is [CH2:21]([C:18]1[CH:17]=[CH:16][C:15]([CH2:14][C:13]2[C:9](=[O:8])[NH:10][N:11]([CH:27]([CH2:30][F:31])[CH2:28][F:29])[C:12]=2[C:23]([F:24])([F:25])[F:26])=[CH:20][CH:19]=1)[CH3:22]. The yield is 0.460. (2) The reactants are [ClH:1].O1CCOCC1.OC(C(F)(F)F)=O.[N:15]1[CH:20]=[CH:19][CH:18]=[C:17]([O:21][CH2:22][CH:23]2[CH2:28][N:27](C(OC(C)(C)C)=O)[CH2:26][CH2:25][N:24]2[C:36]([O:38][C:39]2[CH:44]=[CH:43][CH:42]=[CH:41][CH:40]=2)=[O:37])[CH:16]=1. The catalyst is CO. The product is [ClH:1].[ClH:1].[N:15]1[CH:20]=[CH:19][CH:18]=[C:17]([O:21][CH2:22][CH:23]2[CH2:28][NH:27][CH2:26][CH2:25][N:24]2[C:36]([O:38][C:39]2[CH:44]=[CH:43][CH:42]=[CH:41][CH:40]=2)=[O:37])[CH:16]=1. The yield is 0.910. (3) The reactants are Br[C:2]1[CH:7]=[CH:6][CH:5]=[CH:4][C:3]=1[C:8]1[N:9]([CH2:23][C:24]2[CH:29]=[CH:28][C:27]([C:30]([CH3:33])([CH3:32])[CH3:31])=[CH:26][CH:25]=2)[C:10](=[O:22])[C:11]([C:15]([NH:17][CH2:18][C:19]([OH:21])=[O:20])=[O:16])=[C:12]([OH:14])[N:13]=1.[C:34]1(B(O)O)[CH:39]=[CH:38][CH:37]=[CH:36][CH:35]=1.C(=O)([O-])[O-].[Na+].[Na+].Cl. The catalyst is C1C=CC([P]([Pd]([P](C2C=CC=CC=2)(C2C=CC=CC=2)C2C=CC=CC=2)([P](C2C=CC=CC=2)(C2C=CC=CC=2)C2C=CC=CC=2)[P](C2C=CC=CC=2)(C2C=CC=CC=2)C2C=CC=CC=2)(C2C=CC=CC=2)C2C=CC=CC=2)=CC=1.O1CCOCC1. The product is [C:2]1([C:34]2[CH:39]=[CH:38][CH:37]=[CH:36][CH:35]=2)[CH:7]=[CH:6][CH:5]=[CH:4][C:3]=1[C:8]1[N:9]([CH2:23][C:24]2[CH:29]=[CH:28][C:27]([C:30]([CH3:33])([CH3:32])[CH3:31])=[CH:26][CH:25]=2)[C:10](=[O:22])[C:11]([C:15]([NH:17][CH2:18][C:19]([OH:21])=[O:20])=[O:16])=[C:12]([OH:14])[N:13]=1. The yield is 0.740.